Task: Predict which catalyst facilitates the given reaction.. Dataset: Catalyst prediction with 721,799 reactions and 888 catalyst types from USPTO (1) Reactant: [O:1]1[CH2:6][CH2:5][N:4]([CH2:7][CH2:8][O:9][C:10]2[CH:15]=[CH:14][C:13]([C:16]3[CH:17]=[CH:18][C:19]([CH2:22][C:23](OC)=[O:24])=[N:20][CH:21]=3)=[CH:12][CH:11]=2)[CH2:3][CH2:2]1.[CH2:27]([NH2:34])[C:28]1[CH:33]=[CH:32][CH:31]=[CH:30][CH:29]=1.C1(C)C=CC=CC=1.CCCCCCC. Product: [CH:31]1[CH:30]=[CH:29][C:28]([CH2:27][NH:34][C:23]([CH2:22][C:19]2[CH:18]=[CH:17][C:16]([C:13]3[CH:14]=[CH:15][C:10]([O:9][CH2:8][CH2:7][N:4]4[CH2:3][CH2:2][O:1][CH2:6][CH2:5]4)=[CH:11][CH:12]=3)=[CH:21][N:20]=2)=[O:24])=[CH:33][CH:32]=1. The catalyst class is: 520. (2) Reactant: [Cu]C#N.[CH3:4][Mg]Br.[CH3:7][C:8]1[CH2:13][CH2:12][CH2:11][C:10](=[O:14])[CH:9]=1.P([O-])([O-])([O-])=O.[Cl-].[NH4+]. Product: [CH3:7][C:8]1([CH3:4])[CH2:13][CH2:12][CH2:11][C:10](=[O:14])[CH2:9]1. The catalyst class is: 27.